Predict the product of the given reaction. From a dataset of Forward reaction prediction with 1.9M reactions from USPTO patents (1976-2016). (1) Given the reactants [NH:1]1[C:9]2[C:4](=[CH:5][CH:6]=[CH:7][CH:8]=2)[C:3]([C:10](=[O:14])[C:11](Cl)=[O:12])=[CH:2]1.[CH2:15]([NH:22][CH3:23])[C:16]1[CH:21]=[CH:20][CH:19]=[CH:18][CH:17]=1, predict the reaction product. The product is: [CH2:15]([N:22]([CH3:23])[C:11](=[O:12])[C:10]([C:3]1[C:4]2[C:9](=[CH:8][CH:7]=[CH:6][CH:5]=2)[NH:1][CH:2]=1)=[O:14])[C:16]1[CH:21]=[CH:20][CH:19]=[CH:18][CH:17]=1. (2) Given the reactants Br[CH2:2][CH:3]1[O:8][C:7]2[CH:9]=[CH:10][CH:11]=[CH:12][C:6]=2[O:5][CH2:4]1.[N:13]1([C:20]2[N:27]=[CH:26][CH:25]=[CH:24][C:21]=2[C:22]#[N:23])[CH2:19][CH2:18][CH2:17][NH:16][CH2:15][CH2:14]1.CCN(C(C)C)C(C)C.O, predict the reaction product. The product is: [O:8]1[CH:3]([CH2:2][N:16]2[CH2:17][CH2:18][CH2:19][N:13]([C:20]3[N:27]=[CH:26][CH:25]=[CH:24][C:21]=3[C:22]#[N:23])[CH2:14][CH2:15]2)[CH2:4][O:5][C:6]2[CH:12]=[CH:11][CH:10]=[CH:9][C:7]1=2. (3) Given the reactants C(OCCCC)CCC.[C:10]1([Li])[CH:15]=[CH:14][CH:13]=[CH:12][CH:11]=1.C(OCC)C.[CH3:22][C:23]1[CH:28]=[N:27][CH:26]=[C:25]([CH3:29])[N:24]=1, predict the reaction product. The product is: [CH3:22][C:23]1[C:28]([C:10]2[CH:15]=[CH:14][CH:13]=[CH:12][CH:11]=2)=[N:27][CH:26]=[C:25]([CH3:29])[N:24]=1. (4) Given the reactants C1CO[C:3]2([CH2:8][CH2:7][CH2:6][C:5]([CH2:18][CH2:19][CH2:20][CH2:21][CH2:22][CH2:23][CH2:24][CH2:25][CH2:26][CH2:27][OH:28])(S(C3C=CC=CC=3)(=O)=O)[CH2:4]2)[O:2]1.C(=O)(O)[O-].[Na+], predict the reaction product. The product is: [OH:28][CH2:27][CH2:26][CH2:25][CH2:24][CH2:23][CH2:22][CH2:21][CH2:20][CH2:19][CH2:18][C:5]1[CH2:6][CH2:7][CH2:8][C:3](=[O:2])[CH:4]=1.